Dataset: Peptide-MHC class I binding affinity with 185,985 pairs from IEDB/IMGT. Task: Regression. Given a peptide amino acid sequence and an MHC pseudo amino acid sequence, predict their binding affinity value. This is MHC class I binding data. The peptide sequence is FLKPEETFV. The MHC is HLA-A02:01 with pseudo-sequence HLA-A02:01. The binding affinity (normalized) is 0.606.